Dataset: Reaction yield outcomes from USPTO patents with 853,638 reactions. Task: Predict the reaction yield, written as a fraction of the theoretical maximum amount of product (1.0 means a 100% yield; for example, 0.34 means a 34% yield). (1) The reactants are O=[C:2]1[CH2:7][CH2:6][N:5]([C:8]([O:10][C:11]([CH3:14])([CH3:13])[CH3:12])=[O:9])[CH2:4][CH2:3]1.[Br:15][C:16]1[N:21]=[CH:20][C:19]([NH2:22])=[CH:18][CH:17]=1.C(O)(=O)C.C(O[BH-](OC(=O)C)OC(=O)C)(=O)C.[Na+]. The catalyst is ClC(Cl)C.C(OCC)(=O)C. The product is [Br:15][C:16]1[N:21]=[CH:20][C:19]([NH:22][CH:2]2[CH2:7][CH2:6][N:5]([C:8]([O:10][C:11]([CH3:14])([CH3:13])[CH3:12])=[O:9])[CH2:4][CH2:3]2)=[CH:18][CH:17]=1. The yield is 0.620. (2) The reactants are [CH:1]1([C:4]([N:6]2[CH2:10][CH2:9][C@@H:8]([CH2:11][NH:12][C:13](=[O:22])[CH:14]([C:16]3([CH3:21])OCC[O:17]3)[CH3:15])[CH2:7]2)=[O:5])[CH2:3][CH2:2]1.C1(C)C=CC(S(O)(=O)=O)=CC=1. The catalyst is CC(C)=O.O. The product is [CH:1]1([C:4]([N:6]2[CH2:10][CH2:9][C@@H:8]([CH2:11][NH:12][C:13](=[O:22])[CH:14]([CH3:15])[C:16](=[O:17])[CH3:21])[CH2:7]2)=[O:5])[CH2:3][CH2:2]1. The yield is 0.746. (3) The reactants are [CH3:1][N:2]1[C:6]([OH:7])=[CH:5][C:4]([C:8]([F:11])([F:10])[F:9])=[N:3]1.[O:12](S(C(F)(F)F)(=O)=O)[S:13]([C:16]([F:19])([F:18])[F:17])(=O)=[O:14].O. The catalyst is C(Cl)Cl. The product is [CH3:1][N:2]1[C:6]([O:7][S:13]([C:16]([F:19])([F:18])[F:17])(=[O:14])=[O:12])=[CH:5][C:4]([C:8]([F:9])([F:10])[F:11])=[N:3]1. The yield is 0.800.